This data is from Full USPTO retrosynthesis dataset with 1.9M reactions from patents (1976-2016). The task is: Predict the reactants needed to synthesize the given product. Given the product [Cl:15][C:16]1[CH:21]=[CH:20][CH:19]=[CH:18][C:17]=1[C:2]1[C:3]([C:13]#[N:14])=[C:4]([N+:10]([O-:12])=[O:11])[CH:5]=[C:6]([O:8][CH3:9])[CH:7]=1, predict the reactants needed to synthesize it. The reactants are: Br[C:2]1[C:3]([C:13]#[N:14])=[C:4]([N+:10]([O-:12])=[O:11])[CH:5]=[C:6]([O:8][CH3:9])[CH:7]=1.[Cl:15][C:16]1[CH:21]=[CH:20][CH:19]=[CH:18][C:17]=1B(O)O.CCO.C(=O)([O-])[O-].[Na+].[Na+].